Dataset: Reaction yield outcomes from USPTO patents with 853,638 reactions. Task: Predict the reaction yield, written as a fraction of the theoretical maximum amount of product (1.0 means a 100% yield; for example, 0.34 means a 34% yield). (1) The reactants are [CH2:1]([O:3][C:4]([C:6]1[N:7]=[C:8](I)[O:9][C:10]=1[C:11]1[CH:16]=[CH:15][C:14]([N:17]2[CH2:22][CH2:21][N:20]([C:23]([O:25][C:26]([CH3:29])([CH3:28])[CH3:27])=[O:24])[CH2:19][CH2:18]2)=[CH:13][CH:12]=1)=[O:5])[CH3:2].CC1(C)C(C)(C)OB([C:39]2[CH:47]=[CH:46][CH:45]=[C:44]3[C:40]=2[CH:41]=[N:42][NH:43]3)O1.C(=O)([O-])[O-].[Na+].[Na+]. The catalyst is C1(C)C=CC=CC=1.C(O)C.O.CCOC(C)=O.C1C=CC(P(C2C=CC=CC=2)C2C=CC=CC=2)=CC=1.C1C=CC(P(C2C=CC=CC=2)C2C=CC=CC=2)=CC=1.Cl[Pd]Cl. The product is [CH2:1]([O:3][C:4]([C:6]1[N:7]=[C:8]([C:39]2[CH:47]=[CH:46][CH:45]=[C:44]3[C:40]=2[CH:41]=[N:42][NH:43]3)[O:9][C:10]=1[C:11]1[CH:16]=[CH:15][C:14]([N:17]2[CH2:22][CH2:21][N:20]([C:23]([O:25][C:26]([CH3:29])([CH3:28])[CH3:27])=[O:24])[CH2:19][CH2:18]2)=[CH:13][CH:12]=1)=[O:5])[CH3:2]. The yield is 0.470. (2) The catalyst is O.O1CCOCC1. The reactants are O[Li].O.C([O:6][C:7](=[O:25])[CH2:8][CH2:9][CH2:10][CH2:11][C:12]1[CH:16]=[C:15]([C:17]2[CH:22]=[C:21]([Cl:23])[CH:20]=[CH:19][C:18]=2[OH:24])[O:14][N:13]=1)C.Cl. The product is [Cl:23][C:21]1[CH:20]=[CH:19][C:18]([OH:24])=[C:17]([C:15]2[O:14][N:13]=[C:12]([CH2:11][CH2:10][CH2:9][CH2:8][C:7]([OH:25])=[O:6])[CH:16]=2)[CH:22]=1. The yield is 0.910.